This data is from Reaction yield outcomes from USPTO patents with 853,638 reactions. The task is: Predict the reaction yield, written as a fraction of the theoretical maximum amount of product (1.0 means a 100% yield; for example, 0.34 means a 34% yield). (1) The reactants are [C:1]([N:8]1[CH2:13][CH2:12][NH:11][CH2:10][CH2:9]1)([O:3][C:4]([CH3:7])([CH3:6])[CH3:5])=[O:2].[CH3:14][N:15]1[CH:19]=[C:18]([CH:20]=O)[N:17]=[CH:16]1.C(O[BH-](OC(=O)C)OC(=O)C)(=O)C.[Na+].N. The catalyst is C(Cl)Cl.CCOC(C)=O.CC(C)[O-].CC(C)[O-].CC(C)[O-].Cl[Ti+3]. The product is [CH3:14][N:15]1[CH:19]=[C:18]([CH2:20][N:11]2[CH2:10][CH2:9][N:8]([C:1]([O:3][C:4]([CH3:7])([CH3:6])[CH3:5])=[O:2])[CH2:13][CH2:12]2)[N:17]=[CH:16]1. The yield is 0.620. (2) The reactants are C[O:2][C:3](=O)[C:4]1[CH:9]=[CH:8][C:7]([NH:10][C:11](=[O:29])[CH:12]([C:19]2[CH:24]=[CH:23][C:22]([S:25]([CH3:28])(=[O:27])=[O:26])=[CH:21][CH:20]=2)[CH2:13][CH:14]2[CH2:18][CH2:17][CH2:16][CH2:15]2)=[N:6][CH:5]=1.[H-].[Al+3].[Li+].[H-].[H-].[H-]. The catalyst is C(OCC)C. The product is [CH:14]1([CH2:13][CH:12]([C:19]2[CH:24]=[CH:23][C:22]([S:25]([CH3:28])(=[O:27])=[O:26])=[CH:21][CH:20]=2)[C:11]([NH:10][C:7]2[CH:8]=[CH:9][C:4]([CH2:3][OH:2])=[CH:5][N:6]=2)=[O:29])[CH2:15][CH2:16][CH2:17][CH2:18]1. The yield is 0.570. (3) The reactants are [CH3:1][C:2]1([CH3:15])[CH2:14][C:5]2[S:6][C:7]([C:9]([O:11]CC)=[O:10])=[CH:8][C:4]=2[CH2:3]1.O.[OH-].[Li+]. The catalyst is CC(O)C.O1CCCC1. The product is [CH3:1][C:2]1([CH3:15])[CH2:14][C:5]2[S:6][C:7]([C:9]([OH:11])=[O:10])=[CH:8][C:4]=2[CH2:3]1. The yield is 0.860.